This data is from Full USPTO retrosynthesis dataset with 1.9M reactions from patents (1976-2016). The task is: Predict the reactants needed to synthesize the given product. (1) Given the product [N+:1]([C:4]([N+:6]([O-:8])=[O:7])([CH3:5])[CH2:13][CH2:12][C:11]([O:15][CH2:16][CH2:17][CH2:18][CH2:19][CH2:20][CH2:21][CH3:22])=[O:14])([O-:3])=[O:2], predict the reactants needed to synthesize it. The reactants are: [N+:1]([CH:4]([N+:6]([O-:8])=[O:7])[CH3:5])([O-:3])=[O:2].[OH-].[K+].[C:11]([O:15][CH2:16][CH2:17][CH2:18][CH2:19][CH2:20][CH2:21][CH3:22])(=[O:14])[CH:12]=[CH2:13].CO. (2) The reactants are: [Cl:1][C:2]1[C:3]([CH3:11])=[C:4]([CH:8]=[CH:9][CH:10]=1)[C:5]([OH:7])=[O:6].[CH3:12]O. Given the product [CH3:12][O:6][C:5](=[O:7])[C:4]1[CH:8]=[CH:9][CH:10]=[C:2]([Cl:1])[C:3]=1[CH3:11], predict the reactants needed to synthesize it.